This data is from Full USPTO retrosynthesis dataset with 1.9M reactions from patents (1976-2016). The task is: Predict the reactants needed to synthesize the given product. Given the product [NH2:1][C:2]1[N:7]=[C:6]([NH2:8])[C:5]([O:9][CH2:16][CH2:17][CH2:18][N:19]2[C:27]3[C:22](=[CH:23][CH:24]=[CH:25][CH:26]=3)[CH:21]=[CH:20]2)=[C:4]([CH2:10][CH3:11])[N:3]=1, predict the reactants needed to synthesize it. The reactants are: [NH2:1][C:2]1[N:7]=[C:6]([NH2:8])[C:5]([OH:9])=[C:4]([CH2:10][CH3:11])[N:3]=1.O.[OH-].[Li+].Br[CH2:16][CH2:17][CH2:18][N:19]1[C:27]2[C:22](=[CH:23][CH:24]=[CH:25][CH:26]=2)[CH:21]=[CH:20]1.